From a dataset of Full USPTO retrosynthesis dataset with 1.9M reactions from patents (1976-2016). Predict the reactants needed to synthesize the given product. (1) Given the product [Br:9][C:5]1[C:6]([Cl:8])=[CH:7][C:2]2[N:1]=[C:36]([CH3:29])[O:37][C:38]=2[CH:4]=1, predict the reactants needed to synthesize it. The reactants are: [NH2:1][C:2]1[CH:7]=[C:6]([Cl:8])[C:5]([Br:9])=[CH:4]C=1O.[Yb+3].FC(F)(F)S([O-])(=O)=O.FC(F)(F)S([O-])(=O)=O.F[C:29](F)(F)S([O-])(=O)=O.[CH:36](OC)(OC)[O:37][CH3:38]. (2) Given the product [CH3:15][C:16]1[CH:17]=[C:18]([NH:19][C:12]([C:7]2[CH:8]=[C:9]3[C:4](=[CH:5][CH:6]=2)[NH:3][C:2](=[O:1])[CH2:11][CH2:10]3)=[O:14])[CH:20]=[CH:21][C:22]=1[CH3:23], predict the reactants needed to synthesize it. The reactants are: [O:1]=[C:2]1[CH2:11][CH2:10][C:9]2[C:4](=[CH:5][CH:6]=[C:7]([C:12]([OH:14])=O)[CH:8]=2)[NH:3]1.[CH3:15][C:16]1[CH:17]=[C:18]([CH:20]=[CH:21][C:22]=1[CH3:23])[NH2:19].C(Cl)CCl. (3) Given the product [F:1][C:2]1[CH:10]=[CH:9][CH:8]=[C:7]([F:11])[C:3]=1[C:4]([NH:24][C:21]1[CH:20]=[CH:19][C:18]([C:17]2[C:16]3[CH:25]=[CH:26][CH:27]=[CH:28][C:15]=3[O:14][C:13]=2[CH3:12])=[CH:23][N:22]=1)=[O:5], predict the reactants needed to synthesize it. The reactants are: [F:1][C:2]1[CH:10]=[CH:9][CH:8]=[C:7]([F:11])[C:3]=1[C:4](Cl)=[O:5].[CH3:12][C:13]1[O:14][C:15]2[CH:28]=[CH:27][CH:26]=[CH:25][C:16]=2[C:17]=1[C:18]1[CH:19]=[CH:20][C:21]([NH2:24])=[N:22][CH:23]=1.CCN(C(C)C)C(C)C. (4) Given the product [C:36]([O:35][C:34](=[O:40])[NH:33][CH2:32][CH2:31][N:20]1[CH2:21][CH2:22][CH:17]([CH2:16][N:15]2[C:6]3[C:5]4[N:4]=[C:3]([S:2][CH3:1])[N:12]=[CH:11][C:10]=4[CH:9]=[CH:8][C:7]=3[C:13]([C:23](=[O:24])[NH2:25])=[N:14]2)[CH2:18][CH2:19]1)([CH3:39])([CH3:38])[CH3:37], predict the reactants needed to synthesize it. The reactants are: [CH3:1][S:2][C:3]1[N:12]=[CH:11][C:10]2[CH:9]=[CH:8][C:7]3[C:13]([C:23]([NH2:25])=[O:24])=[N:14][N:15]([CH2:16][CH:17]4[CH2:22][CH2:21][NH:20][CH2:19][CH2:18]4)[C:6]=3[C:5]=2[N:4]=1.C(O)(=O)C.O=[CH:31][CH2:32][NH:33][C:34](=[O:40])[O:35][C:36]([CH3:39])([CH3:38])[CH3:37].[BH3-]C#N.[Na+].